Dataset: Forward reaction prediction with 1.9M reactions from USPTO patents (1976-2016). Task: Predict the product of the given reaction. (1) Given the reactants [F:1][C:2]([F:13])([F:12])[C:3]1[CH:4]=[C:5](B(O)O)[CH:6]=[CH:7][CH:8]=1.[CH2:14]([O:16][C:17](=[O:36])[C:18]1[CH:23]=[C:22]([C:24]2[CH:29]=[CH:28][CH:27]=[C:26]([C:30]([F:33])([F:32])[F:31])[CH:25]=2)[C:21]([OH:34])=[C:20]([Br:35])[CH:19]=1)[CH3:15], predict the reaction product. The product is: [CH2:14]([O:16][C:17](=[O:36])[C:18]1[CH:23]=[C:22]([C:24]2[CH:29]=[CH:28][CH:27]=[C:26]([C:30]([F:33])([F:32])[F:31])[CH:25]=2)[C:21]([OH:34])=[C:20]([Br:35])[CH:19]=1)[CH3:15].[CH2:14]([O:16][C:17](=[O:36])[C:18]1[CH:19]=[C:20]([C:5]2[CH:6]=[CH:7][CH:8]=[C:3]([C:2]([F:13])([F:12])[F:1])[CH:4]=2)[C:21]([OH:34])=[C:22]([C:24]2[CH:29]=[CH:28][CH:27]=[C:26]([C:30]([F:32])([F:31])[F:33])[CH:25]=2)[CH:23]=1)[CH3:15]. (2) The product is: [CH3:1][N:2]([CH2:8][C:9]1[CH:14]=[CH:13][CH:12]=[CH:11][N:10]=1)[CH2:3][CH2:4][N:5]([CH2:8][C:9]1[CH:14]=[CH:13][CH:12]=[CH:11][N:10]=1)[CH2:8][C:9]1[CH:14]=[CH:13][CH:12]=[CH:11][N:10]=1. Given the reactants [CH3:1][NH:2][CH2:3][CH2:4][NH2:5].Cl.Cl[CH2:8][C:9]1[CH:14]=[CH:13][CH:12]=[CH:11][N:10]=1, predict the reaction product.